The task is: Predict the product of the given reaction.. This data is from Forward reaction prediction with 1.9M reactions from USPTO patents (1976-2016). Given the reactants [NH:1]1[CH2:7][C:5](=[O:6])[NH:4][C:2]1=[O:3].[CH:8]1([NH:11][C:12]2[N:17]3[N:18]=[CH:19][C:20]([CH:21]=O)=[C:16]3[N:15]=[C:14]([S:23][CH3:24])[C:13]=2[C:25]#[N:26])[CH2:10][CH2:9]1.N1CCCCC1, predict the reaction product. The product is: [CH:8]1([NH:11][C:12]2[N:17]3[N:18]=[CH:19][C:20]([CH:21]=[C:7]4[C:5](=[O:6])[NH:4][C:2](=[O:3])[NH:1]4)=[C:16]3[N:15]=[C:14]([S:23][CH3:24])[C:13]=2[C:25]#[N:26])[CH2:9][CH2:10]1.